The task is: Predict the reactants needed to synthesize the given product.. This data is from Full USPTO retrosynthesis dataset with 1.9M reactions from patents (1976-2016). (1) The reactants are: Cl[C:2]1[CH:7]=[CH:6][N:5]=[CH:4][C:3]=1[N+:8]([O-:10])=[O:9].[Si:11]([O:18][C@@H:19]1[C@@H:24]([C:25]([F:28])([F:27])[F:26])[CH2:23][NH:22][CH2:21][C@H:20]1[NH:29][C:30](=[O:36])[O:31][C:32]([CH3:35])([CH3:34])[CH3:33])([C:14]([CH3:17])([CH3:16])[CH3:15])([CH3:13])[CH3:12]. Given the product [Si:11]([O:18][C@@H:19]1[C@@H:24]([C:25]([F:28])([F:26])[F:27])[CH2:23][N:22]([C:2]2[CH:7]=[CH:6][N:5]=[CH:4][C:3]=2[N+:8]([O-:10])=[O:9])[CH2:21][C@H:20]1[NH:29][C:30](=[O:36])[O:31][C:32]([CH3:35])([CH3:34])[CH3:33])([C:14]([CH3:17])([CH3:16])[CH3:15])([CH3:13])[CH3:12], predict the reactants needed to synthesize it. (2) Given the product [C:1]([SiH2:5][O:6][C:7]([CH3:28])([CH3:27])[C:8]1[CH:9]=[C:10]([C:14]2[N:22]3[C:17]([CH:18]=[N:19][C:20]([OH:29])=[N:21]3)=[CH:16][CH:15]=2)[CH:11]=[CH:12][CH:13]=1)([CH3:4])([CH3:3])[CH3:2], predict the reactants needed to synthesize it. The reactants are: [C:1]([SiH2:5][O:6][C:7]([CH3:28])([CH3:27])[C:8]1[CH:9]=[C:10]([C:14]2[N:22]3[C:17]([CH:18]=[N:19][C:20](S(C)(=O)=O)=[N:21]3)=[CH:16][CH:15]=2)[CH:11]=[CH:12][CH:13]=1)([CH3:4])([CH3:3])[CH3:2].[OH-:29].[Na+].O.Cl. (3) Given the product [CH3:26][O:25][C:22]1[CH:23]=[CH:24][C:19]([C:17](=[O:18])[CH2:16][N:6]2[C:7]([C:9]([O:11][CH3:12])=[O:10])=[CH:8][C:4]3[CH:3]=[CH:2][S:1][C:5]2=3)=[CH:20][CH:21]=1, predict the reactants needed to synthesize it. The reactants are: [S:1]1[C:5]2[NH:6][C:7]([C:9]([O:11][CH3:12])=[O:10])=[CH:8][C:4]=2[CH:3]=[CH:2]1.[H-].[Na+].Br[CH2:16][C:17]([C:19]1[CH:24]=[CH:23][C:22]([O:25][CH3:26])=[CH:21][CH:20]=1)=[O:18]. (4) Given the product [NH:1]1[CH2:8][CH2:7][CH2:6][C@H:2]1[C:3]([NH:16][C@H:17]([C:25]([O:27][CH2:28][C:29]1[CH:34]=[CH:33][CH:32]=[CH:31][CH:30]=1)=[O:26])[CH2:18][C:19]1[CH:24]=[CH:23][CH:22]=[CH:21][CH:20]=1)=[O:5], predict the reactants needed to synthesize it. The reactants are: [N:1]1(C(OC(C)(C)C)=O)[CH2:8][CH2:7][CH2:6][C@H:2]1[C:3]([OH:5])=O.[NH2:16][C@H:17]([C:25]([O:27][CH2:28][C:29]1[CH:34]=[CH:33][CH:32]=[CH:31][CH:30]=1)=[O:26])[CH2:18][C:19]1[CH:24]=[CH:23][CH:22]=[CH:21][CH:20]=1.F[P-](F)(F)(F)(F)F.N1(O[P+](N(C)C)(N(C)C)N(C)C)C2C=CC=CC=2N=N1.CN1CCOCC1.N1(C(OC(C)(C)C)=O)CCC[C@H]1C(N[C@H](C(OCC1C=CC=CC=1)=O)CC1C=CC=CC=1)=O.C(O)(C(F)(F)F)=O.C1(OC)C=CC=CC=1. (5) Given the product [Cl:1][C:2]1[CH:3]=[C:4]([CH:17]=[CH:18][CH:19]=1)[O:5][C:6]1[CH:7]=[C:8]2[C:12](=[CH:13][CH:14]=1)[N:11]([CH3:15])[N:10]=[C:9]2[Sn:29]([CH2:31][CH2:32][CH2:33][CH3:34])([CH2:35][CH2:36][CH2:37][CH3:38])[CH2:25][CH2:26][CH2:27][CH3:28], predict the reactants needed to synthesize it. The reactants are: [Cl:1][C:2]1[CH:3]=[C:4]([CH:17]=[CH:18][CH:19]=1)[O:5][C:6]1[CH:7]=[C:8]2[C:12](=[CH:13][CH:14]=1)[N:11]([CH3:15])[N:10]=[C:9]2I.C([Mg]Cl)(C)C.[CH2:25]([Sn:29]([CH2:35][CH2:36][CH2:37][CH3:38])([CH2:31][CH2:32][CH2:33][CH3:34])Cl)[CH2:26][CH2:27][CH3:28].